From a dataset of Reaction yield outcomes from USPTO patents with 853,638 reactions. Predict the reaction yield, written as a fraction of the theoretical maximum amount of product (1.0 means a 100% yield; for example, 0.34 means a 34% yield). (1) The reactants are [CH3:1][C:2]1[CH:6]=[CH:5][NH:4][N:3]=1.C([O-])([O-])=O.[Cs+].[Cs+].C(=NO)C1C(=CC=CC=1)O.Br[C:24]1[CH:25]=[C:26]([CH2:30][CH2:31][N:32]([CH3:34])[CH3:33])[CH:27]=[CH:28][CH:29]=1. The catalyst is C(#N)C. The product is [CH3:34][N:32]([CH3:33])[CH2:31][CH2:30][C:26]1[CH:27]=[CH:28][CH:29]=[C:24]([N:4]2[CH:5]=[CH:6][C:2]([CH3:1])=[N:3]2)[CH:25]=1. The yield is 0.330. (2) The reactants are Cl.C(O[C:5](=[NH:14])[C:6]1[CH:11]=[CH:10][C:9]([O:12][CH3:13])=[CH:8][CH:7]=1)C.[CH:15]1([NH2:18])[CH2:17][CH2:16]1. The catalyst is C(Cl)Cl. The product is [CH:15]1([NH:18][C:5](=[NH:14])[C:6]2[CH:7]=[CH:8][C:9]([O:12][CH3:13])=[CH:10][CH:11]=2)[CH2:17][CH2:16]1. The yield is 0.820. (3) The reactants are [NH2:1][C:2]1[CH:7]=[C:6]([O:8][CH3:9])[C:5]([F:10])=[CH:4][C:3]=1[S:11]([NH2:14])(=[O:13])=[O:12].[Cl:15][C:16]1[C:21]([Cl:22])=[CH:20][CH:19]=[CH:18][C:17]=1[S:23](Cl)(=[O:25])=[O:24].C(N(CC)CC)C. The catalyst is ClCCl. The product is [Cl:15][C:16]1[C:21]([Cl:22])=[CH:20][CH:19]=[CH:18][C:17]=1[S:23]([NH:1][C:2]1[CH:7]=[C:6]([O:8][CH3:9])[C:5]([F:10])=[CH:4][C:3]=1[S:11](=[O:13])(=[O:12])[NH2:14])(=[O:25])=[O:24]. The yield is 0.0600. (4) The reactants are C[C@@H:2]1[CH2:6][CH2:5][C:4](=[C:7]([CH3:9])C)[CH:3]1[C:10]([O:12][CH2:13]C)=[O:11].[CH2:15]=[O:16].[ClH:17]. The catalyst is CS(C)=O.C[O-].[Na+]. The product is [Cl:17][C:2]1[CH:6]=[CH:5][C:4]([CH:3]([CH2:15][OH:16])[C:10]([O:12][CH3:13])=[O:11])=[CH:7][CH:9]=1. The yield is 0.920. (5) The reactants are [Al+3].[Cl-].[Cl-].[Cl-].C(NB)(C)(C)C.[CH2:11]([N:18]1[CH2:26][CH2:25][CH:24]2[CH:20]([C:21](=O)[C:22]3[S:29][CH:28]=[CH:27][C:23]=32)[CH2:19]1)[C:12]1[CH:17]=[CH:16][CH:15]=[CH:14][CH:13]=1.[Al+3].[Cl-].[Cl-].[Cl-].B.Cl.[OH-].[Na+]. The catalyst is C(Cl)Cl. The product is [CH2:11]([N:18]1[CH2:26][CH2:25][CH:24]2[CH:20]([CH2:21][C:22]3[S:29][CH:28]=[CH:27][C:23]=32)[CH2:19]1)[C:12]1[CH:13]=[CH:14][CH:15]=[CH:16][CH:17]=1. The yield is 0.730. (6) The reactants are [CH3:1][O:2][C:3]([C@@H:5]([N:13]1[CH2:21][C:17]2[CH:18]=[CH:19][S:20][C:16]=2[CH2:15][CH2:14]1)[C:6]1[CH:7]=[CH:8][CH:9]=[CH:10][C:11]=1[Cl:12])=[O:4].[S:22](=[O:26])(=[O:25])([OH:24])[OH:23]. The catalyst is CC(CC)=O. The product is [CH3:1][O:2][C:3]([C@@H:5]([N:13]1[CH2:21][C:17]2[CH:18]=[CH:19][S:20][C:16]=2[CH2:15][CH2:14]1)[C:6]1[C:11]([Cl:12])=[CH:10][CH:9]=[CH:8][CH:7]=1)=[O:4].[OH:25][S:22]([OH:26])(=[O:24])=[O:23]. The yield is 0.540. (7) The reactants are [F:1][C:2]1[CH:7]=[C:6](I)[CH:5]=[CH:4][C:3]=1[N:9]1[CH:14]=[C:13]([O:15][CH3:16])[C:12](=[O:17])[C:11]([C:18]2[N:22]([C:23]3[CH:28]=[CH:27][CH:26]=[CH:25][CH:24]=3)[N:21]=[CH:20][CH:19]=2)=[N:10]1.[NH:29]1[CH2:32][CH2:31][C:30]1=[O:33].[O-]P([O-])([O-])=O.[K+].[K+].[K+].N[C@@H]1CCCC[C@H]1N. The catalyst is O1CCOCC1.C([O-])(O)=O.[Na+].[Cu]I. The product is [F:1][C:2]1[CH:7]=[C:6]([N:29]2[CH2:32][CH2:31][C:30]2=[O:33])[CH:5]=[CH:4][C:3]=1[N:9]1[CH:14]=[C:13]([O:15][CH3:16])[C:12](=[O:17])[C:11]([C:18]2[N:22]([C:23]3[CH:28]=[CH:27][CH:26]=[CH:25][CH:24]=3)[N:21]=[CH:20][CH:19]=2)=[N:10]1. The yield is 0.440.